Dataset: Merck oncology drug combination screen with 23,052 pairs across 39 cell lines. Task: Regression. Given two drug SMILES strings and cell line genomic features, predict the synergy score measuring deviation from expected non-interaction effect. (1) Drug 1: O=C(CCCCCCC(=O)Nc1ccccc1)NO. Drug 2: CC1(c2nc3c(C(N)=O)cccc3[nH]2)CCCN1. Cell line: A2780. Synergy scores: synergy=12.9. (2) Drug 1: CN(C)C(=N)N=C(N)N. Drug 2: CNC(=O)c1cc(Oc2ccc(NC(=O)Nc3ccc(Cl)c(C(F)(F)F)c3)cc2)ccn1. Cell line: ZR751. Synergy scores: synergy=-18.5. (3) Drug 1: CCC1(O)CC2CN(CCc3c([nH]c4ccccc34)C(C(=O)OC)(c3cc4c(cc3OC)N(C)C3C(O)(C(=O)OC)C(OC(C)=O)C5(CC)C=CCN6CCC43C65)C2)C1. Drug 2: CCc1cnn2c(NCc3ccc[n+]([O-])c3)cc(N3CCCCC3CCO)nc12. Cell line: EFM192B. Synergy scores: synergy=-8.27. (4) Drug 1: COC12C(COC(N)=O)C3=C(C(=O)C(C)=C(N)C3=O)N1CC1NC12. Drug 2: Cn1c(=O)n(-c2ccc(C(C)(C)C#N)cc2)c2c3cc(-c4cnc5ccccc5c4)ccc3ncc21. Cell line: MSTO. Synergy scores: synergy=19.7. (5) Drug 2: N#Cc1ccc(Cn2cncc2CN2CCN(c3cccc(Cl)c3)C(=O)C2)cc1. Cell line: ZR751. Drug 1: CN(C)C(=N)N=C(N)N. Synergy scores: synergy=-10.1.